Predict the reactants needed to synthesize the given product. From a dataset of Retrosynthesis with 50K atom-mapped reactions and 10 reaction types from USPTO. (1) Given the product CCOC(=O)/C=C1\CC[C@@H](c2cccc(F)c2F)[C@H](NC(=O)OC(C)(C)C)c2cccnc21, predict the reactants needed to synthesize it. The reactants are: CC(C)(C)OC(=O)N[C@@H]1c2cccnc2C(=O)CC[C@H]1c1cccc(F)c1F.CCOC(=O)C=P(c1ccccc1)(c1ccccc1)c1ccccc1. (2) Given the product CC(C)(C)OC(=O)N[C@H]1CC[C@H](Nc2nc(OCCO)c(C(N)=O)cc2F)CC1, predict the reactants needed to synthesize it. The reactants are: CC(C)(C)OC(=O)N[C@H]1CC[C@H](Nc2nc(OCCOCc3ccccc3)c(C(N)=O)cc2F)CC1. (3) The reactants are: C=C[Mg+].O=Cc1ccccc1OCc1ccccc1. Given the product C=CC(O)c1ccccc1OCc1ccccc1, predict the reactants needed to synthesize it. (4) Given the product O=C(OCCNc1ncccn1)C(O)(c1ccccc1)C1CCCCC1, predict the reactants needed to synthesize it. The reactants are: O=C(O)C(O)(c1ccccc1)C1CCCCC1.OCCNc1ncccn1. (5) Given the product O=C1CCCC(COCc2cc(C(F)(F)F)cc(C(F)(F)F)c2)(c2ccccc2)CC1, predict the reactants needed to synthesize it. The reactants are: OC1CCCC(COCc2cc(C(F)(F)F)cc(C(F)(F)F)c2)(c2ccccc2)CC1. (6) Given the product Cc1cc(F)c(N)cc1O, predict the reactants needed to synthesize it. The reactants are: Cc1cc(F)c([N+](=O)[O-])cc1O. (7) Given the product CC(C)(C)OC(=O)N1CCc2ccc([N+](=O)[O-])cc2CC1, predict the reactants needed to synthesize it. The reactants are: CC(C)(C)OC(=O)OC(=O)OC(C)(C)C.O=[N+]([O-])c1ccc2c(c1)CCNCC2.